From a dataset of Full USPTO retrosynthesis dataset with 1.9M reactions from patents (1976-2016). Predict the reactants needed to synthesize the given product. (1) Given the product [F:30]/[C:29](=[C:39](/[C:2]1[CH:11]=[C:10]2[C:5]([C:6]([CH3:19])([CH3:18])[CH2:7][CH:8]=[C:9]2[CH:12]([CH3:14])[CH3:13])=[CH:4][C:3]=1[O:20][CH2:21][CH2:22][CH3:23])\[CH3:40])/[C:27]([O:26][CH2:25][CH3:24])=[O:28], predict the reactants needed to synthesize it. The reactants are: Br[C:2]1[CH:11]=[C:10]2[C:5]([C:6]([CH3:19])([CH3:18])[CH2:7][C:8](C(=O)C)=[C:9]2[CH:12]([CH3:14])[CH3:13])=[CH:4][C:3]=1[O:20][CH2:21][CH2:22][CH3:23].[CH3:24][CH2:25][O:26][C:27]([CH:29](P(OCC)(OCC)=O)[F:30])=[O:28].[CH:39]([N-]C(C)C)(C)[CH3:40].[Li+]. (2) Given the product [C:32]([O:31][C:29]([N:14]1[CH2:15][CH:10]([C:7]2[CH:8]=[CH:9][C:4]([CH2:3][C:2]([F:21])([F:20])[F:1])=[CH:5][CH:6]=2)[CH2:11][CH:12]([C:16]([OH:18])=[O:17])[CH2:13]1)=[O:30])([CH3:35])([CH3:34])[CH3:33], predict the reactants needed to synthesize it. The reactants are: [F:1][C:2]([F:21])([F:20])[CH2:3][C:4]1[CH:9]=[CH:8][C:7]([CH:10]2[CH2:15][NH:14][CH2:13][CH:12]([C:16]([O:18]C)=[O:17])[CH2:11]2)=[CH:6][CH:5]=1.C(N(CC)CC)C.[C:29](O[C:29]([O:31][C:32]([CH3:35])([CH3:34])[CH3:33])=[O:30])([O:31][C:32]([CH3:35])([CH3:34])[CH3:33])=[O:30].CC(C)([O-])C.[K+]. (3) Given the product [NH:1]1[CH:5]=[CH:4][C:3]([C:6]2[CH:11]=[CH:10][CH:9]=[CH:8][C:7]=2[O:12][CH2:20][C:21]([O:23][CH2:24][CH3:25])=[O:22])=[N:2]1, predict the reactants needed to synthesize it. The reactants are: [NH:1]1[CH:5]=[CH:4][C:3]([C:6]2[CH:11]=[CH:10][CH:9]=[CH:8][C:7]=2[OH:12])=[N:2]1.C([O-])([O-])=O.[K+].[K+].Br[CH2:20][C:21]([O:23][CH2:24][CH3:25])=[O:22]. (4) Given the product [CH2:1]([O:8][CH2:9][CH2:10][C:11]1([CH2:14][OH:15])[CH2:16][O:17][C:18]([CH3:24])([CH3:19])[O:13][CH2:12]1)[C:2]1[CH:7]=[CH:6][CH:5]=[CH:4][CH:3]=1, predict the reactants needed to synthesize it. The reactants are: [CH2:1]([O:8][CH2:9][CH2:10][C:11]([CH2:16][OH:17])([CH2:14][OH:15])[CH2:12][OH:13])[C:2]1[CH:7]=[CH:6][CH:5]=[CH:4][CH:3]=1.[C:18]12(CS(O)(=O)=O)C(C)(C)C(C[CH2:24]1)C[C:19]2=O.C(N(CC)CC)C. (5) Given the product [Cl:15][CH2:16][C:17]([NH:1][CH:2]1[CH2:3][CH2:4][N:5]([C:8]([O:10][C:11]([CH3:14])([CH3:13])[CH3:12])=[O:9])[CH2:6][CH2:7]1)=[O:18], predict the reactants needed to synthesize it. The reactants are: [NH2:1][CH:2]1[CH2:7][CH2:6][N:5]([C:8]([O:10][C:11]([CH3:14])([CH3:13])[CH3:12])=[O:9])[CH2:4][CH2:3]1.[Cl:15][CH2:16][C:17](Cl)=[O:18]. (6) Given the product [F:1][C:2]1[CH:7]=[CH:6][C:5]([F:8])=[CH:4][C:3]=1[CH:9]([S:20]([C:23]1[CH:28]=[CH:27][C:26]([F:29])=[CH:25][CH:24]=1)(=[O:22])=[O:21])[C:10]1[C:11]([CH3:19])=[CH:12][C:13]([C:16]([N:30]2[CH2:35][CH2:34][O:33][CH2:32][CH2:31]2)=[O:17])=[N:14][CH:15]=1, predict the reactants needed to synthesize it. The reactants are: [F:1][C:2]1[CH:7]=[CH:6][C:5]([F:8])=[CH:4][C:3]=1[CH:9]([S:20]([C:23]1[CH:28]=[CH:27][C:26]([F:29])=[CH:25][CH:24]=1)(=[O:22])=[O:21])[C:10]1[C:11]([CH3:19])=[CH:12][C:13]([C:16](O)=[O:17])=[N:14][CH:15]=1.[NH:30]1[CH2:35][CH2:34][O:33][CH2:32][CH2:31]1.ON1C2C=CC=CC=2N=N1.Cl.C(N=C=NCCCN(C)C)C.CN1CCOCC1. (7) Given the product [Cl:1][C:2]1[CH:7]=[CH:6][CH:5]=[C:4]([F:8])[C:3]=1[CH:9]1[NH:14][C:13]2[CH:15]=[CH:16][C:17]([C:31]3[CH:32]=[C:33]([C:35]([F:36])([F:38])[F:37])[CH:34]=[CH:29][C:30]=3[CH3:39])=[CH:18][C:12]=2[O:11][CH2:10]1, predict the reactants needed to synthesize it. The reactants are: [Cl:1][C:2]1[CH:7]=[CH:6][CH:5]=[C:4]([F:8])[C:3]=1[CH:9]1[NH:14][C:13]2[CH:15]=[CH:16][C:17](B3OC(C)(C)C(C)(C)O3)=[CH:18][C:12]=2[O:11][CH2:10]1.Br[C:29]1[CH:34]=[C:33]([C:35]([F:38])([F:37])[F:36])[CH:32]=[CH:31][C:30]=1[CH3:39]. (8) Given the product [C:1]([O:5][C:6]([N:8]1[CH2:9][C@H:10]([CH2:20][OH:21])[C@@H:11]([CH2:13][C:14]2[CH:15]=[CH:16][CH:17]=[CH:18][CH:19]=2)[CH2:12]1)=[O:7])([CH3:4])([CH3:2])[CH3:3], predict the reactants needed to synthesize it. The reactants are: [C:1]([O:5][C:6]([N:8]1[CH2:12][C@H:11]([CH2:13][C:14]2[CH:19]=[CH:18][CH:17]=[CH:16][CH:15]=2)[C@@H:10]([C:20](O)=[O:21])[CH2:9]1)=[O:7])([CH3:4])([CH3:3])[CH3:2].CSC.B.CO.